This data is from Full USPTO retrosynthesis dataset with 1.9M reactions from patents (1976-2016). The task is: Predict the reactants needed to synthesize the given product. Given the product [CH2:6]([O:13][C:14]([CH:16]1[CH2:21][CH2:20][C:19]2([CH2:2][CH2:22]2)[CH2:18][CH2:17]1)=[O:15])[C:7]1[CH:12]=[CH:11][CH:10]=[CH:9][CH:8]=1, predict the reactants needed to synthesize it. The reactants are: [Zn](CC)[CH2:2]C.[CH2:6]([O:13][C:14]([CH:16]1[CH2:21][CH2:20][C:19](=[CH2:22])[CH2:18][CH2:17]1)=[O:15])[C:7]1[CH:12]=[CH:11][CH:10]=[CH:9][CH:8]=1.C(I)I.